Dataset: Full USPTO retrosynthesis dataset with 1.9M reactions from patents (1976-2016). Task: Predict the reactants needed to synthesize the given product. (1) Given the product [CH3:21][O:20][C:19]1[CH:18]=[CH:17][CH:16]=[C:15]([O:22][CH3:23])[C:14]=1[CH2:13][NH:12][C:10]([NH:9][C:6]1[S:7][CH:8]=[C:4]([CH2:3][NH:2][S:28]([CH2:24][CH2:25][CH2:26][CH3:27])(=[O:30])=[O:29])[N:5]=1)=[NH:11], predict the reactants needed to synthesize it. The reactants are: Cl.[NH2:2][CH2:3][C:4]1[N:5]=[C:6]([NH:9][C:10]([NH:12][CH2:13][C:14]2[C:19]([O:20][CH3:21])=[CH:18][CH:17]=[CH:16][C:15]=2[O:22][CH3:23])=[NH:11])[S:7][CH:8]=1.[CH2:24]([S:28](Cl)(=[O:30])=[O:29])[CH2:25][CH2:26][CH3:27].CN1CCOCC1. (2) Given the product [CH3:1][O:2][C:3](=[O:11])[CH2:4][CH2:5][CH2:6][CH2:7][C:8]1[O:9][N:23]=[C:14]([C:15]2[CH:20]=[CH:19][CH:18]=[CH:17][C:16]=2[O:21][CH3:22])[N:13]=1, predict the reactants needed to synthesize it. The reactants are: [CH3:1][O:2][C:3](=[O:11])[CH2:4][CH2:5][CH2:6][CH2:7][C:8](Cl)=[O:9].O[NH:13][C:14](=[NH:23])[C:15]1[CH:20]=[CH:19][CH:18]=[CH:17][C:16]=1[O:21][CH3:22]. (3) Given the product [O:17]1[C:21]2[CH:22]=[CH:23][CH:24]=[C:25]([C:2]3[N:11]=[CH:10][C:9]4[NH:8][C:7](=[O:12])[CH:6]5[CH2:13][O:14][CH2:15][CH2:16][N:5]5[C:4]=4[N:3]=3)[C:20]=2[O:19][CH2:18]1, predict the reactants needed to synthesize it. The reactants are: Cl[C:2]1[N:11]=[CH:10][C:9]2[NH:8][C:7](=[O:12])[CH:6]3[CH2:13][O:14][CH2:15][CH2:16][N:5]3[C:4]=2[N:3]=1.[O:17]1[C:21]2[CH:22]=[CH:23][CH:24]=[C:25](B(O)O)[C:20]=2[O:19][CH2:18]1. (4) Given the product [N:1]1([C:7]([C:8]2[CH:13]=[CH:12][CH:11]=[CH:10][CH:9]=2)=[O:14])[CH2:2][CH2:3][CH:4]=[CH:5][CH2:6]1, predict the reactants needed to synthesize it. The reactants are: [NH:1]1[CH2:6][CH:5]=[CH:4][CH2:3][CH2:2]1.[C:7](Cl)(=[O:14])[C:8]1[CH:13]=[CH:12][CH:11]=[CH:10][CH:9]=1. (5) Given the product [C:1]([O:4][C@H:5]([CH3:43])[C@H:6]([NH:11][C:12]([C:14]1([CH2:36][C:37]2[CH:38]=[CH:39][C:40]([O:45][CH3:44])=[CH:41][CH:42]=2)[CH2:18][CH2:17][CH2:16][N:15]1[C:19]([C@@H:21]1[CH2:25][CH2:24][CH2:23][NH:22]1)=[O:20])=[O:13])[C:7]([O:9][CH3:10])=[O:8])(=[O:3])[CH3:2], predict the reactants needed to synthesize it. The reactants are: [C:1]([O:4][C@H:5]([CH3:43])[C@H:6]([NH:11][C:12]([C:14]1([CH2:36][C:37]2[CH:42]=[CH:41][CH:40]=[CH:39][CH:38]=2)[CH2:18][CH2:17][CH2:16][N:15]1[C:19]([C@@H:21]1[CH2:25][CH2:24][CH2:23][N:22]1C(OCC1C=CC=CC=1)=O)=[O:20])=[O:13])[C:7]([O:9][CH3:10])=[O:8])(=[O:3])[CH3:2].[CH3:44][OH:45]. (6) Given the product [OH:16][CH2:15][CH2:14][O:1][C:2]1[CH:11]=[CH:10][C:5]([C:6]([O:8][CH3:9])=[O:7])=[CH:4][C:3]=1[CH3:12], predict the reactants needed to synthesize it. The reactants are: [OH:1][C:2]1[CH:11]=[CH:10][C:5]([C:6]([O:8][CH3:9])=[O:7])=[CH:4][C:3]=1[CH3:12].Br[CH2:14][CH2:15][OH:16].C(=O)([O-])[O-].[Cs+].[Cs+].O.